This data is from Catalyst prediction with 721,799 reactions and 888 catalyst types from USPTO. The task is: Predict which catalyst facilitates the given reaction. Reactant: [NH:1]1[C:5]2[CH:6]=[CH:7][CH:8]=[CH:9][C:4]=2[N:3]=[N:2]1.[OH-].[Na+].[F:12][C:13]1[CH:20]=[CH:19][C:16]([CH2:17]Br)=[CH:15][CH:14]=1. Product: [F:12][C:13]1[CH:20]=[CH:19][C:16]([CH2:17][N:1]2[C:5]3[CH:6]=[CH:7][CH:8]=[CH:9][C:4]=3[N:3]=[N:2]2)=[CH:15][CH:14]=1. The catalyst class is: 18.